This data is from Reaction yield outcomes from USPTO patents with 853,638 reactions. The task is: Predict the reaction yield, written as a fraction of the theoretical maximum amount of product (1.0 means a 100% yield; for example, 0.34 means a 34% yield). (1) The reactants are [C:1]([N:4]1[C:13]2[C:8](=[C:9]([O:15][C:16]3[CH:24]=[CH:23][C:19]([C:20]([NH2:22])=[O:21])=[CH:18][CH:17]=3)[C:10](Br)=[CH:11][CH:12]=2)[CH2:7][CH2:6][C@@H:5]1[CH3:25])(=[O:3])[CH3:2].CC1(C)OB([C:32]2[CH:33]=[N:34][N:35]([CH:37]3[CH2:42][CH2:41][N:40]([C:43]([O:45][C:46]([CH3:49])([CH3:48])[CH3:47])=[O:44])[CH2:39][CH2:38]3)[CH:36]=2)OC1(C)C.C(=O)([O-])[O-].[K+].[K+]. The catalyst is O1CCOCC1.O.C1C=CC(P(C2C=CC=CC=2)[C-]2C=CC=C2)=CC=1.C1C=CC(P(C2C=CC=CC=2)[C-]2C=CC=C2)=CC=1.Cl[Pd]Cl.[Fe+2].ClCCl. The product is [C:1]([N:4]1[C:13]2[C:8](=[C:9]([O:15][C:16]3[CH:24]=[CH:23][C:19]([C:20](=[O:21])[NH2:22])=[CH:18][CH:17]=3)[C:10]([C:32]3[CH:33]=[N:34][N:35]([CH:37]4[CH2:38][CH2:39][N:40]([C:43]([O:45][C:46]([CH3:49])([CH3:48])[CH3:47])=[O:44])[CH2:41][CH2:42]4)[CH:36]=3)=[CH:11][CH:12]=2)[CH2:7][CH2:6][C@@H:5]1[CH3:25])(=[O:3])[CH3:2]. The yield is 0.700. (2) The reactants are Cl[C:2]1[N:7]=[CH:6][C:5]2[CH:8]=[C:9]([CH:11]([O:15][CH2:16][CH3:17])[O:12][CH2:13][CH3:14])[O:10][C:4]=2[CH:3]=1.[CH3:18][O:19][C:20]1[CH:25]=[CH:24][C:23](B(O)O)=[CH:22][CH:21]=1.C(=O)([O-])[O-].[Na+].[Na+]. The catalyst is C1(C)C=CC=CC=1.C(O)C.O.C1C=CC([P]([Pd]([P](C2C=CC=CC=2)(C2C=CC=CC=2)C2C=CC=CC=2)([P](C2C=CC=CC=2)(C2C=CC=CC=2)C2C=CC=CC=2)[P](C2C=CC=CC=2)(C2C=CC=CC=2)C2C=CC=CC=2)(C2C=CC=CC=2)C2C=CC=CC=2)=CC=1. The product is [CH2:13]([O:12][CH:11]([O:15][CH2:16][CH3:17])[C:9]1[O:10][C:4]2[CH:3]=[C:2]([C:23]3[CH:24]=[CH:25][C:20]([O:19][CH3:18])=[CH:21][CH:22]=3)[N:7]=[CH:6][C:5]=2[CH:8]=1)[CH3:14]. The yield is 0.800. (3) The catalyst is ClCCl. The product is [F:42][C:8]1([F:7])[O:12][C:11]2[CH:13]=[CH:14][C:15]([C:17]3([C:20]([NH:22][C:23]4[N:24]=[C:25]([C:33]5[CH:34]=[C:35]([CH:39]=[CH:40][CH:41]=5)[C:36]([O:5][CH2:4][CH2:3][N:2]([CH3:6])[CH3:1])=[O:37])[C:26]5[C:31]([CH:32]=4)=[CH:30][CH:29]=[CH:28][CH:27]=5)=[O:21])[CH2:18][CH2:19]3)=[CH:16][C:10]=2[O:9]1. The yield is 0.900. The reactants are [CH3:1][N:2]([CH3:6])[CH2:3][CH2:4][OH:5].[F:7][C:8]1([F:42])[O:12][C:11]2[CH:13]=[CH:14][C:15]([C:17]3([C:20]([NH:22][C:23]4[N:24]=[C:25]([C:33]5[CH:34]=[C:35]([CH:39]=[CH:40][CH:41]=5)[C:36](Cl)=[O:37])[C:26]5[C:31]([CH:32]=4)=[CH:30][CH:29]=[CH:28][CH:27]=5)=[O:21])[CH2:19][CH2:18]3)=[CH:16][C:10]=2[O:9]1. (4) The yield is 0.850. The product is [CH2:14]([N:1]1[C:11]2[C:6](=[CH:7][CH:8]=[CH:9][CH:10]=2)[C:4](=[O:5])[C:2]1=[O:3])[C:15]1[CH:20]=[CH:19][CH:18]=[CH:17][CH:16]=1. The reactants are [NH:1]1[C:11]2[C:6](=[CH:7][CH:8]=[CH:9][CH:10]=2)[C:4](=[O:5])[C:2]1=[O:3].[H-].[Na+].[CH2:14](Br)[C:15]1[CH:20]=[CH:19][CH:18]=[CH:17][CH:16]=1.O. The catalyst is CN(C=O)C. (5) The reactants are [CH3:1][C:2]1[CH:3]=[N:4][CH:5]=[C:6]([CH3:18])[C:7]=1[CH2:8][S:9][C:10]1[N:15]=[C:14]([OH:16])[CH:13]=[C:12]([CH3:17])[N:11]=1.[ClH:19].O1CCOCC1. The catalyst is CO. The product is [ClH:19].[CH3:1][C:2]1[CH:3]=[N:4][CH:5]=[C:6]([CH3:18])[C:7]=1[CH2:8][S:9][C:10]1[N:15]=[C:14]([OH:16])[CH:13]=[C:12]([CH3:17])[N:11]=1. The yield is 0.970. (6) The reactants are [I:1][C:2]1[CH:8]=[CH:7][C:5]([NH2:6])=[C:4]([F:9])[CH:3]=1.[C:10](OC(=O)C)(=[O:12])C.C(O)=O. The catalyst is O1CCCC1.C1(C)C=CC=CC=1.C(OCC)(=O)C.Cl. The product is [F:9][C:4]1[CH:3]=[C:2]([I:1])[CH:8]=[CH:7][C:5]=1[NH:6][CH:10]=[O:12]. The yield is 0.970. (7) The yield is 0.910. The product is [CH3:15][O:14][C:8]1[CH:7]=[C:6]2[C:11](=[C:10]([O:12][CH3:13])[CH:9]=1)[C:2](=[S:3])[NH:1][CH2:4][CH2:5]2. The catalyst is C(Cl)Cl. The reactants are [N:1]([CH2:4][CH2:5][C:6]1[CH:11]=[C:10]([O:12][CH3:13])[CH:9]=[C:8]([O:14][CH3:15])[CH:7]=1)=[C:2]=[S:3].[Cl-].[Cl-].[Cl-].[Al+3].